Dataset: Full USPTO retrosynthesis dataset with 1.9M reactions from patents (1976-2016). Task: Predict the reactants needed to synthesize the given product. (1) Given the product [CH:20]([C:21]1[CH:29]=[CH:28][C:26]([O:27][CH2:2][C:3]2[N:4]=[C:5]([C:9]3[S:13][C:12]([C:14]([O:16][CH2:17][CH3:18])=[O:15])=[CH:11][CH:10]=3)[O:6][C:7]=2[CH3:8])=[C:23]([O:24][CH3:25])[CH:22]=1)=[O:19], predict the reactants needed to synthesize it. The reactants are: Cl[CH2:2][C:3]1[N:4]=[C:5]([C:9]2[S:13][C:12]([C:14]([O:16][CH2:17][CH3:18])=[O:15])=[CH:11][CH:10]=2)[O:6][C:7]=1[CH3:8].[O:19]=[CH:20][C:21]1[CH:29]=[CH:28][C:26]([OH:27])=[C:23]([O:24][CH3:25])[CH:22]=1.C(=O)([O-])[O-].[K+].[K+].CN(C)C=O. (2) Given the product [CH2:1]([O:8][C:9]1[CH:14]=[CH:13][C:12]([CH2:15][C@@H:16]2[O:20][C:23]([CH3:25])([CH3:24])[O:18][C:17]2=[O:19])=[CH:11][CH:10]=1)[C:2]1[CH:7]=[CH:6][CH:5]=[CH:4][CH:3]=1, predict the reactants needed to synthesize it. The reactants are: [CH2:1]([O:8][C:9]1[CH:14]=[CH:13][C:12]([CH2:15][C@H:16]([OH:20])[C:17]([OH:19])=[O:18])=[CH:11][CH:10]=1)[C:2]1[CH:7]=[CH:6][CH:5]=[CH:4][CH:3]=1.CO[C:23](OC)([CH3:25])[CH3:24].C1(C)C=CC(S([O-])(=O)=O)=CC=1.[NH+]1C=CC=CC=1. (3) Given the product [Cl:11][C:6]1[C:7]2[CH:20]=[CH:19][S:18][C:17]=2[N:12]=[CH:13][N:14]=1, predict the reactants needed to synthesize it. The reactants are: CN(C=O)C.[C:6]([Cl:11])(=O)[C:7](Cl)=O.[N:12]1[C:17]2[S:18][CH:19]=[CH:20]C=2C(=O)[NH:14][CH:13]=1.O. (4) Given the product [Cl:1][C:2]1[CH:3]=[CH:4][C:5](=[O:8])[N:6]([CH2:13][CH2:12][N:11]([CH3:15])[CH3:10])[N:7]=1, predict the reactants needed to synthesize it. The reactants are: [Cl:1][C:2]1[CH:3]=[CH:4][C:5](=[O:8])[NH:6][N:7]=1.Cl.[CH3:10][N:11]([CH3:15])[CH2:12][CH2:13]Cl.C(=O)([O-])[O-].[K+].[K+].[I-].[Na+]. (5) The reactants are: Br[CH2:2][CH2:3][CH:4]([O:9][C:10]1[CH:15]=[C:14]([F:16])[CH:13]=[C:12]([Br:17])[CH:11]=1)[C:5]([O:7][CH3:8])=[O:6].CC(C)([O-])C.[K+]. Given the product [Br:17][C:12]1[CH:11]=[C:10]([CH:15]=[C:14]([F:16])[CH:13]=1)[O:9][C:4]1([C:5]([O:7][CH3:8])=[O:6])[CH2:2][CH2:3]1, predict the reactants needed to synthesize it.